Dataset: Full USPTO retrosynthesis dataset with 1.9M reactions from patents (1976-2016). Task: Predict the reactants needed to synthesize the given product. (1) Given the product [NH2:50][C:51]1[N:56]=[C:55]([N:57]2[CH2:69][CH2:68][C:60]3([CH2:64][NH:63][C@H:62]([C:65]([O:67][CH:5]([CH3:6])[CH3:4])=[O:66])[CH2:61]3)[CH2:59][CH2:58]2)[CH:54]=[C:53]([O:70][C@H:71]([C:76]2[CH:81]=[CH:80][C:79]([C:82]3[CH:87]=[CH:86][C:85]([O:88][CH:89]([CH3:91])[CH3:90])=[CH:84][CH:83]=3)=[CH:78][C:77]=2[N:92]2[CH:96]=[CH:95][C:94]([CH3:97])=[N:93]2)[C:72]([F:73])([F:74])[F:75])[N:52]=1, predict the reactants needed to synthesize it. The reactants are: NC1N=[C:6](N2CCC3(CN[C@H](C(OC(C)C)=O)C3)CC2)[CH:5]=[C:4](O[C@H](C2C=CC(C3C=CC(C)=C(C)C=3)=CC=2N2C=CC(C)=N2)C(F)(F)F)N=1.[NH2:50][C:51]1[N:56]=[C:55]([N:57]2[CH2:69][CH2:68][C:60]3([CH2:64][NH:63][C@H:62]([C:65]([OH:67])=[O:66])[CH2:61]3)[CH2:59][CH2:58]2)[CH:54]=[C:53]([O:70][C@H:71]([C:76]2[CH:81]=[CH:80][C:79]([C:82]3[CH:87]=[CH:86][C:85]([O:88][CH:89]([CH3:91])[CH3:90])=[CH:84][CH:83]=3)=[CH:78][C:77]=2[N:92]2[CH:96]=[CH:95][C:94]([CH3:97])=[N:93]2)[C:72]([F:75])([F:74])[F:73])[N:52]=1. (2) Given the product [CH:1]([N:4]1[CH2:9][CH2:8][CH:7]([O:10][C:11]2[CH:19]=[CH:18][C:17]3[N:16]4[C@@H:20]([CH3:25])[CH2:21][N:22]([CH2:29][CH2:28][O:27][CH3:26])[C:23](=[O:24])[C:15]4=[CH:14][C:13]=3[CH:12]=2)[CH2:6][CH2:5]1)([CH3:3])[CH3:2], predict the reactants needed to synthesize it. The reactants are: [CH:1]([N:4]1[CH2:9][CH2:8][CH:7]([O:10][C:11]2[CH:19]=[CH:18][C:17]3[N:16]4[C@@H:20]([CH3:25])[CH2:21][NH:22][C:23](=[O:24])[C:15]4=[CH:14][C:13]=3[CH:12]=2)[CH2:6][CH2:5]1)([CH3:3])[CH3:2].[CH3:26][O:27][CH2:28][CH2:29]Br.[H-].[Na+]. (3) Given the product [Br:8][C:9]1[CH:10]=[C:11]([CH2:12][C:5]2[S:4][C:3]([CH2:1][CH3:2])=[CH:7][CH:6]=2)[CH:14]=[CH:15][C:16]=1[O:17][CH3:18], predict the reactants needed to synthesize it. The reactants are: [CH2:1]([C:3]1[S:4][CH:5]=[CH:6][CH:7]=1)[CH3:2].[Br:8][C:9]1[CH:10]=[C:11]([CH:14]=[CH:15][C:16]=1[O:17][CH3:18])[CH:12]=O. (4) Given the product [CH3:2][N:3]([CH3:8])[CH2:4][CH2:5][O:6][N:7]=[CH:30][C:28]1[CH:27]=[CH:26][N:25]2[C:21]([C:17]3[CH:18]=[CH:19][CH:20]=[C:15]([C:11]4[CH:10]=[N:9][CH:14]=[CH:13][CH:12]=4)[CH:16]=3)=[CH:22][N:23]=[C:24]2[CH:29]=1, predict the reactants needed to synthesize it. The reactants are: Cl.[CH3:2][N:3]([CH3:8])[CH2:4][CH2:5][O:6][NH2:7].[N:9]1[CH:14]=[CH:13][CH:12]=[C:11]([C:15]2[CH:16]=[C:17]([C:21]3[N:25]4[CH:26]=[CH:27][C:28]([CH:30]=O)=[CH:29][C:24]4=[N:23][CH:22]=3)[CH:18]=[CH:19][CH:20]=2)[CH:10]=1.